From a dataset of Reaction yield outcomes from USPTO patents with 853,638 reactions. Predict the reaction yield, written as a fraction of the theoretical maximum amount of product (1.0 means a 100% yield; for example, 0.34 means a 34% yield). (1) The product is [NH2:22][C:21]1[C:12]([C:10]([C:4]2[CH:5]=[CH:6][C:7]([O:8][CH3:9])=[C:2]([F:1])[CH:3]=2)=[O:11])=[CH:13][CH:14]=[C:15]2[C:20]=1[N:19]=[CH:18][CH:17]=[CH:16]2. The yield is 0.800. The reactants are [F:1][C:2]1[CH:3]=[C:4]([C:10]([C:12]2[C:21]([N+:22]([O-])=O)=[C:20]3[C:15]([CH:16]=[CH:17][CH:18]=[N:19]3)=[CH:14][CH:13]=2)=[O:11])[CH:5]=[CH:6][C:7]=1[O:8][CH3:9]. The catalyst is [Pd].C1COCC1. (2) The reactants are [Cl:1][C:2]1[N:7]=[N:6][C:5]([O:8][CH2:9][C:10]([O:12]CC)=O)=[CH:4][CH:3]=1.[CH:15]1([C:18]([N:20]2[CH2:25][CH2:24][CH:23]([NH:26][CH3:27])[CH2:22][CH2:21]2)=[O:19])[CH2:17][CH2:16]1. No catalyst specified. The product is [Cl:1][C:2]1[N:7]=[N:6][C:5]([O:8][CH2:9][C:10]([N:26]([CH:23]2[CH2:24][CH2:25][N:20]([C:18]([CH:15]3[CH2:17][CH2:16]3)=[O:19])[CH2:21][CH2:22]2)[CH3:27])=[O:12])=[CH:4][CH:3]=1. The yield is 0.630. (3) The reactants are [C:1]([O:4][C@@H:5]1[O:18][C@H:17]([CH2:19][O:20]C(=O)C)[C@@H:12]([O:13]C(=O)C)[C@H:7]([O:8]C(=O)C)[C@H:6]1[F:24])(=O)C. The catalyst is CO. The product is [F:24][C@@H:6]1[C@@H:7]([OH:8])[C@H:12]([OH:13])[C@@H:17]([CH2:19][OH:20])[O:18][CH:5]1[O:4][CH3:1]. The yield is 0.450. (4) The reactants are O1CCCCC1[N:7]1[C:15]2[C:10](=[CH:11][C:12]([C:16]3[N:20]=[CH:19][N:18](C(C4C=CC=CC=4)(C4C=CC=CC=4)C4C=CC=CC=4)[N:17]=3)=[CH:13][CH:14]=2)[C:9]([C:40]2[CH:41]=[C:42]([C:46]([NH:48][CH2:49][C:50]3[CH:51]=[N:52][CH:53]=[CH:54][CH:55]=3)=[O:47])[CH:43]=[CH:44][CH:45]=2)=[N:8]1.Cl.C(=O)(O)[O-].[Na+]. The catalyst is O1CCOCC1. The product is [NH:17]1[C:16]([C:12]2[CH:11]=[C:10]3[C:15](=[CH:14][CH:13]=2)[NH:7][N:8]=[C:9]3[C:40]2[CH:41]=[C:42]([C:46]([NH:48][CH2:49][C:50]3[CH:51]=[N:52][CH:53]=[CH:54][CH:55]=3)=[O:47])[CH:43]=[CH:44][CH:45]=2)=[N:20][CH:19]=[N:18]1. The yield is 0.170.